Dataset: Full USPTO retrosynthesis dataset with 1.9M reactions from patents (1976-2016). Task: Predict the reactants needed to synthesize the given product. (1) Given the product [Cl:8][C:7]1[N:6]=[C:5]([CH3:9])[N:4]=[C:3]2[C:2]=1[N:1]=[C:19]([C:18]1[CH:21]=[CH:22][CH:23]=[CH:24][C:17]=1[Cl:16])[N:10]2[CH2:11][C:12]([CH3:15])([OH:14])[CH3:13], predict the reactants needed to synthesize it. The reactants are: [NH2:1][C:2]1[C:3]([NH:10][CH2:11][C:12]([CH3:15])([OH:14])[CH3:13])=[N:4][C:5]([CH3:9])=[N:6][C:7]=1[Cl:8].[Cl:16][C:17]1[CH:24]=[CH:23][CH:22]=[CH:21][C:18]=1[CH:19]=O.C1(C)C=CC(S(O)(=O)=O)=CC=1.C(C1C(=O)C(Cl)=C(Cl)C(=O)C=1C#N)#N. (2) Given the product [CH3:17][CH:18]([CH3:22])[CH2:19][C:20]#[C:21][C:2]1[CH:3]=[C:4]2[C:8](=[CH:9][CH:10]=1)[N:7]([CH:11]1[CH2:16][CH2:15][CH2:14][CH2:13][O:12]1)[N:6]=[CH:5]2, predict the reactants needed to synthesize it. The reactants are: Br[C:2]1[CH:3]=[C:4]2[C:8](=[CH:9][CH:10]=1)[N:7]([CH:11]1[CH2:16][CH2:15][CH2:14][CH2:13][O:12]1)[N:6]=[CH:5]2.[CH3:17][CH:18]([CH3:22])[CH2:19][C:20]#[CH:21]. (3) Given the product [F:1][C:2]1[CH:11]=[C:10]([F:12])[CH:9]=[C:8]2[C:3]=1[C:4]([NH:20][C:21]1[CH:26]=[CH:25][CH:24]=[C:23]([N:27]3[CH2:28][CH2:29][O:30][CH2:31][CH2:32]3)[N:22]=1)=[C:5]([CH3:19])[C:6]([N:13]1[CH2:14][CH2:15][N:16]([C:42]([N:41]([CH3:45])[CH3:40])=[O:43])[CH2:17][CH2:18]1)=[N:7]2, predict the reactants needed to synthesize it. The reactants are: [F:1][C:2]1[CH:11]=[C:10]([F:12])[CH:9]=[C:8]2[C:3]=1[C:4]([NH:20][C:21]1[CH:26]=[CH:25][CH:24]=[C:23]([N:27]3[CH2:32][CH2:31][O:30][CH2:29][CH2:28]3)[N:22]=1)=[C:5]([CH3:19])[C:6]([N:13]1[CH2:18][CH2:17][NH:16][CH2:15][CH2:14]1)=[N:7]2.C(N(CC)CC)C.[CH3:40][N:41]([CH3:45])[C:42](Cl)=[O:43]. (4) The reactants are: Br[CH:2]([C:8](=[O:35])[N:9]1[CH2:14][CH2:13][CH:12]([C:15]2[S:16][CH:17]=[C:18]([C:20]3[CH2:24][CH:23]([C:25]4[CH:30]=[CH:29][CH:28]=[CH:27][C:26]=4[O:31][CH2:32][C:33]#[CH:34])[O:22][N:21]=3)[N:19]=2)[CH2:11][CH2:10]1)[C:3]([O:5][CH2:6][CH3:7])=[O:4].[F:36][CH:37]([F:46])[C:38]1[CH:42]=[C:41]([CH:43]([F:45])[F:44])[NH:40][N:39]=1.C(=O)([O-])[O-].[K+].[K+].[I-].[K+]. Given the product [F:45][CH:43]([F:44])[C:41]1[CH:42]=[C:38]([CH:37]([F:36])[F:46])[N:39]([CH:2]([C:8](=[O:35])[N:9]2[CH2:14][CH2:13][CH:12]([C:15]3[S:16][CH:17]=[C:18]([C:20]4[CH2:24][CH:23]([C:25]5[CH:30]=[CH:29][CH:28]=[CH:27][C:26]=5[O:31][CH2:32][C:33]#[CH:34])[O:22][N:21]=4)[N:19]=3)[CH2:11][CH2:10]2)[C:3]([O:5][CH2:6][CH3:7])=[O:4])[N:40]=1, predict the reactants needed to synthesize it.